This data is from Reaction yield outcomes from USPTO patents with 853,638 reactions. The task is: Predict the reaction yield, written as a fraction of the theoretical maximum amount of product (1.0 means a 100% yield; for example, 0.34 means a 34% yield). (1) The reactants are Br[C:2]1[CH:18]=[CH:17][C:5]([O:6][CH2:7][CH2:8][CH2:9][CH2:10][CH2:11][C:12]([O:14][CH2:15][CH3:16])=[O:13])=[C:4]([CH2:19][N:20]([CH:34]([CH3:36])[CH3:35])[C:21](=[O:33])[C:22]2[CH:27]=[CH:26][C:25]([C:28]3[O:29][CH:30]=[CH:31][CH:32]=3)=[CH:24][CH:23]=2)[CH:3]=1.C[C:38]([N:40](C)C)=O. The catalyst is C1C=CC(/C=C/C(/C=C/C2C=CC=CC=2)=O)=CC=1.C1C=CC(/C=C/C(/C=C/C2C=CC=CC=2)=O)=CC=1.C1C=CC(/C=C/C(/C=C/C2C=CC=CC=2)=O)=CC=1.[Pd].[Pd].[Zn].C1C=CC(P(C2C=CC=CC=2)[C-]2C=CC=C2)=CC=1.C1C=CC(P(C2C=CC=CC=2)[C-]2C=CC=C2)=CC=1.[Fe+2].[C-]#N.[C-]#N.[Zn+2]. The product is [C:38]([C:2]1[CH:18]=[CH:17][C:5]([O:6][CH2:7][CH2:8][CH2:9][CH2:10][CH2:11][C:12]([O:14][CH2:15][CH3:16])=[O:13])=[C:4]([CH2:19][N:20]([CH:34]([CH3:35])[CH3:36])[C:21](=[O:33])[C:22]2[CH:27]=[CH:26][C:25]([C:28]3[O:29][CH:30]=[CH:31][CH:32]=3)=[CH:24][CH:23]=2)[CH:3]=1)#[N:40]. The yield is 0.818. (2) The reactants are [CH3:1][C:2]1[CH:7]=[CH:6][C:5]([C:8]2[C:13]3[CH2:14][CH:15]([CH2:17][NH2:18])[O:16][C:12]=3[CH:11]=[CH:10][CH:9]=2)=[CH:4][CH:3]=1.C(N(C(C)C)CC)(C)C.Cl[C:29]([O:31][CH2:32][C:33]1[CH:38]=[CH:37][CH:36]=[CH:35][CH:34]=1)=[O:30]. No catalyst specified. The product is [CH3:1][C:2]1[CH:3]=[CH:4][C:5]([C:8]2[C:13]3[CH2:14][CH:15]([CH2:17][NH:18][C:29](=[O:30])[O:31][CH2:32][C:33]4[CH:38]=[CH:37][CH:36]=[CH:35][CH:34]=4)[O:16][C:12]=3[CH:11]=[CH:10][CH:9]=2)=[CH:6][CH:7]=1. The yield is 0.900. (3) The reactants are [F:1][C:2]1[CH:10]=[CH:9][CH:8]=[C:7]([N+:11]([O-:13])=[O:12])[C:3]=1[C:4]([OH:6])=[O:5].CO.[N+](=[CH2:18])=[N-]. The catalyst is C1COCC1. The product is [CH3:18][O:5][C:4](=[O:6])[C:3]1[C:7]([N+:11]([O-:13])=[O:12])=[CH:8][CH:9]=[CH:10][C:2]=1[F:1]. The yield is 0.960. (4) The reactants are Br[C:2]1[CH:7]=[CH:6][C:5]([C@@H:8]([NH:10][S:11]([CH3:14])(=[O:13])=[O:12])[CH3:9])=[CH:4][CH:3]=1.[B:15]1([B:15]2[O:19][C:18]([CH3:21])([CH3:20])[C:17]([CH3:23])([CH3:22])[O:16]2)[O:19][C:18]([CH3:21])([CH3:20])[C:17]([CH3:23])([CH3:22])[O:16]1.C([O-])(=O)C.[K+].N#N. The catalyst is O1CCOCC1.C1C=CC(P([C]2[CH][CH][CH][CH]2)C2C=CC=CC=2)=CC=1.C1C=CC(P([C]2[CH][CH][CH][CH]2)C2C=CC=CC=2)=CC=1.Cl[Pd]Cl.[Fe].C(Cl)Cl. The product is [CH3:22][C:17]1([CH3:23])[C:18]([CH3:21])([CH3:20])[O:19][B:15]([C:2]2[CH:7]=[CH:6][C:5]([C@@H:8]([NH:10][S:11]([CH3:14])(=[O:13])=[O:12])[CH3:9])=[CH:4][CH:3]=2)[O:16]1. The yield is 0.400. (5) The reactants are Cl[C:2]1[C:3]2[C:10]([I:11])=[CH:9][N:8]([C:12]3[CH:17]=[CH:16][CH:15]=[C:14]([N+:18]([O-:20])=[O:19])[CH:13]=3)[C:4]=2[N:5]=[CH:6][N:7]=1.[NH3:21].O. The catalyst is O1CCOCC1. The product is [I:11][C:10]1[C:3]2[C:2]([NH2:21])=[N:7][CH:6]=[N:5][C:4]=2[N:8]([C:12]2[CH:17]=[CH:16][CH:15]=[C:14]([N+:18]([O-:20])=[O:19])[CH:13]=2)[CH:9]=1. The yield is 1.00. (6) The reactants are COC1C=CC(C[O:8][C:9]2[C:14]([C:15]3[O:19][N:18]=[C:17]([C:20]4[CH:25]=[CH:24][C:23]([P:26]([CH3:31])(=[O:30])[O:27][CH2:28][CH3:29])=[CH:22][CH:21]=4)[CH:16]=3)=[CH:13][N:12]=[C:11]([C:32]3[CH:37]=[CH:36][CH:35]=[CH:34][N:33]=3)[N:10]=2)=CC=1.FC(F)(F)C(O)=O. The catalyst is C(Cl)Cl. The product is [OH:8][C:9]1[C:14]([C:15]2[O:19][N:18]=[C:17]([C:20]3[CH:21]=[CH:22][C:23]([P:26]([CH3:31])(=[O:30])[O:27][CH2:28][CH3:29])=[CH:24][CH:25]=3)[CH:16]=2)=[CH:13][N:12]=[C:11]([C:32]2[CH:37]=[CH:36][CH:35]=[CH:34][N:33]=2)[N:10]=1. The yield is 0.940. (7) The reactants are [Br:1][C:2]1[CH:3]=[CH:4][C:5]([NH2:8])=[N:6][CH:7]=1.C([O-])([O-])=O.[Ca+2].[C:14](Cl)(=[O:19])[O:15][CH2:16][CH2:17][Cl:18]. The catalyst is O1CCOCC1. The product is [Br:1][C:2]1[CH:3]=[CH:4][C:5]([NH:8][C:14](=[O:19])[O:15][CH2:16][CH2:17][Cl:18])=[N:6][CH:7]=1. The yield is 0.470. (8) The product is [ClH:54].[NH2:29][C@@H:25]1[CH2:26][CH2:27][CH2:28][N:23]([C:3]2[C:2]([Br:1])=[CH:7][N:6]=[C:5]3[NH:8][CH:9]=[C:10]([NH:11][C:12]([C:14]4[CH:19]=[CH:18][C:17](=[O:20])[N:16]([CH3:21])[N:15]=4)=[O:13])[C:4]=23)[CH2:24]1. The catalyst is CN1C(=O)CCC1. The yield is 0.0600. The reactants are [Br:1][C:2]1[C:3](F)=[C:4]2[C:10]([NH:11][C:12]([C:14]3[CH:19]=[CH:18][C:17](=[O:20])[N:16]([CH3:21])[N:15]=3)=[O:13])=[CH:9][NH:8][C:5]2=[N:6][CH:7]=1.[NH:23]1[CH2:28][CH2:27][CH2:26][C@@H:25]([NH:29]C(=O)OC(C)(C)C)[CH2:24]1.CCN(C(C)C)C(C)C.C(O)(C(F)(F)F)=O.C(Cl)[Cl:54]. (9) The reactants are [CH3:1][C:2]1[O:6][N:5]=[C:4]([C:7]2[CH:12]=[CH:11][CH:10]=[CH:9][CH:8]=2)[C:3]=1[CH2:13][O:14][C:15]1[CH:23]=[CH:22][C:18]([C:19]([OH:21])=O)=[CH:17][N:16]=1.[CH:24]1([NH2:28])[CH2:27][CH2:26][CH2:25]1. No catalyst specified. The product is [CH:24]1([NH:28][C:19](=[O:21])[C:18]2[CH:22]=[CH:23][C:15]([O:14][CH2:13][C:3]3[C:4]([C:7]4[CH:8]=[CH:9][CH:10]=[CH:11][CH:12]=4)=[N:5][O:6][C:2]=3[CH3:1])=[N:16][CH:17]=2)[CH2:27][CH2:26][CH2:25]1. The yield is 0.560. (10) The reactants are [O:1]=[C:2]1[N:10]([CH2:11][CH2:12][CH3:13])[C:9]2[N:8]=[C:7]([C:14]34[CH2:21][CH2:20][C:17]([O:22][P:23](=[O:40])([O:32]CC5C=CC=CC=5)[O:24]CC5C=CC=CC=5)([CH2:18][CH2:19]3)[CH2:16][CH2:15]4)[NH:6][C:5]=2[C:4](=[O:41])[N:3]1[CH2:42][CH2:43][CH3:44]. The catalyst is CO.C1COCC1.[Pd]. The product is [O:1]=[C:2]1[N:10]([CH2:11][CH2:12][CH3:13])[C:9]2[N:8]=[C:7]([C:14]34[CH2:19][CH2:18][C:17]([O:22][P:23](=[O:24])([OH:32])[OH:40])([CH2:16][CH2:15]3)[CH2:20][CH2:21]4)[NH:6][C:5]=2[C:4](=[O:41])[N:3]1[CH2:42][CH2:43][CH3:44]. The yield is 0.860.